Dataset: Forward reaction prediction with 1.9M reactions from USPTO patents (1976-2016). Task: Predict the product of the given reaction. Given the reactants [Cl:1][C:2]1[CH:7]=[CH:6][C:5]([O:8][CH3:9])=[CH:4][C:3]=1B(O)O.I[C:14]1[N:19]=[C:18]([NH2:20])[N:17]=[C:16]([NH:21][CH3:22])[CH:15]=1, predict the reaction product. The product is: [Cl:1][C:2]1[CH:7]=[CH:6][C:5]([O:8][CH3:9])=[CH:4][C:3]=1[C:14]1[N:19]=[C:18]([NH2:20])[N:17]=[C:16]([NH:21][CH3:22])[CH:15]=1.